Regression. Given a peptide amino acid sequence and an MHC pseudo amino acid sequence, predict their binding affinity value. This is MHC class II binding data. From a dataset of Peptide-MHC class II binding affinity with 134,281 pairs from IEDB. (1) The peptide sequence is SINYRTEIDKPSQHH. The MHC is HLA-DQA10101-DQB10501 with pseudo-sequence HLA-DQA10101-DQB10501. The binding affinity (normalized) is 0.0459. (2) The peptide sequence is ARVTVKDVTFRNITG. The MHC is DRB1_1101 with pseudo-sequence DRB1_1101. The binding affinity (normalized) is 0.303. (3) The peptide sequence is DKLTGPFTVRYTTEG. The MHC is DRB1_1501 with pseudo-sequence DRB1_1501. The binding affinity (normalized) is 0.109. (4) The peptide sequence is HGSEPCIIHRGKPF. The MHC is HLA-DPA10201-DPB10101 with pseudo-sequence HLA-DPA10201-DPB10101. The binding affinity (normalized) is 0.392. (5) The peptide sequence is GQIGNDPNRDIL. The MHC is HLA-DPA10201-DPB10101 with pseudo-sequence HLA-DPA10201-DPB10101. The binding affinity (normalized) is 0. (6) The peptide sequence is GELQIVDKIDAAEKI. The MHC is DRB3_0101 with pseudo-sequence DRB3_0101. The binding affinity (normalized) is 0.670.